Dataset: NCI-60 drug combinations with 297,098 pairs across 59 cell lines. Task: Regression. Given two drug SMILES strings and cell line genomic features, predict the synergy score measuring deviation from expected non-interaction effect. (1) Drug 1: C1CCN(CC1)CCOC2=CC=C(C=C2)C(=O)C3=C(SC4=C3C=CC(=C4)O)C5=CC=C(C=C5)O. Drug 2: C1C(C(OC1N2C=C(C(=O)NC2=O)F)CO)O. Cell line: SR. Synergy scores: CSS=5.40, Synergy_ZIP=-2.01, Synergy_Bliss=1.66, Synergy_Loewe=-2.63, Synergy_HSA=-2.62. (2) Drug 1: CC1OCC2C(O1)C(C(C(O2)OC3C4COC(=O)C4C(C5=CC6=C(C=C35)OCO6)C7=CC(=C(C(=C7)OC)O)OC)O)O. Drug 2: COCCOC1=C(C=C2C(=C1)C(=NC=N2)NC3=CC=CC(=C3)C#C)OCCOC.Cl. Cell line: SW-620. Synergy scores: CSS=36.9, Synergy_ZIP=2.00, Synergy_Bliss=2.37, Synergy_Loewe=-12.1, Synergy_HSA=0.991.